Task: Regression. Given a peptide amino acid sequence and an MHC pseudo amino acid sequence, predict their binding affinity value. This is MHC class II binding data.. Dataset: Peptide-MHC class II binding affinity with 134,281 pairs from IEDB (1) The peptide sequence is LTLPWQSGSGGVWRE. The MHC is DRB1_0802 with pseudo-sequence DRB1_0802. The binding affinity (normalized) is 0.0607. (2) The peptide sequence is INEPTAADIAYGLDR. The MHC is HLA-DQA10501-DQB10301 with pseudo-sequence HLA-DQA10501-DQB10301. The binding affinity (normalized) is 0.605. (3) The peptide sequence is LFFNHHKVMLLGHDD. The MHC is DRB4_0101 with pseudo-sequence DRB4_0103. The binding affinity (normalized) is 0.360. (4) The peptide sequence is EKKYFWATQFEPLAA. The MHC is HLA-DPA10201-DPB10501 with pseudo-sequence HLA-DPA10201-DPB10501. The binding affinity (normalized) is 0.942.